From a dataset of Full USPTO retrosynthesis dataset with 1.9M reactions from patents (1976-2016). Predict the reactants needed to synthesize the given product. Given the product [C:42]([O:46][C:47]([N:49]1[CH2:54][CH2:53][CH:52]([N:55]([CH:56]2[CH2:57][CH2:58]2)[C:28](=[O:30])[C:27]2[CH:26]=[CH:25][C:24]([I:23])=[CH:32][CH:31]=2)[CH2:51][CH2:50]1)=[O:48])([CH3:45])([CH3:43])[CH3:44], predict the reactants needed to synthesize it. The reactants are: F[B-](F)(F)F.N1(OC(N(C)C)=[N+](C)C)C2C=CC=CC=2N=N1.[I:23][C:24]1[CH:32]=[CH:31][C:27]([C:28]([OH:30])=O)=[CH:26][CH:25]=1.C(N(CC)C(C)C)(C)C.[C:42]([O:46][C:47]([N:49]1[CH2:54][CH2:53][CH:52]([NH:55][CH:56]2[CH2:58][CH2:57]2)[CH2:51][CH2:50]1)=[O:48])([CH3:45])([CH3:44])[CH3:43].C.